From a dataset of Reaction yield outcomes from USPTO patents with 853,638 reactions. Predict the reaction yield, written as a fraction of the theoretical maximum amount of product (1.0 means a 100% yield; for example, 0.34 means a 34% yield). The reactants are [H-].[Na+].[CH3:3][C:4]([O:7][C:8]([CH2:10][P:11]([O:15][CH3:16])([O:13][CH3:14])=[O:12])=[O:9])([CH3:6])[CH3:5].[CH2:17]([O:24][C:25]1[CH:32]=[CH:31][C:28]([CH2:29]Br)=[CH:27][CH:26]=1)[C:18]1[CH:23]=[CH:22][CH:21]=[CH:20][CH:19]=1.[Cl-].[NH4+]. The catalyst is O1CCCC1. The product is [CH2:17]([O:24][C:25]1[CH:26]=[CH:27][C:28]([CH2:29][CH:10]([P:11]([O:15][CH3:16])([O:13][CH3:14])=[O:12])[C:8]([O:7][C:4]([CH3:3])([CH3:5])[CH3:6])=[O:9])=[CH:31][CH:32]=1)[C:18]1[CH:19]=[CH:20][CH:21]=[CH:22][CH:23]=1. The yield is 0.200.